This data is from Oral bioavailability binary classification data from Ma et al.. The task is: Regression/Classification. Given a drug SMILES string, predict its absorption, distribution, metabolism, or excretion properties. Task type varies by dataset: regression for continuous measurements (e.g., permeability, clearance, half-life) or binary classification for categorical outcomes (e.g., BBB penetration, CYP inhibition). Dataset: bioavailability_ma. (1) The drug is CC(C)=CCN1CC[C@@]2(C)c3cc(O)ccc3C[C@@H]1[C@@H]2C. The result is 0 (low bioavailability). (2) The molecule is N[C@@H](Cc1ccc(N(CCCl)CCCl)cc1)C(=O)O. The result is 1 (high bioavailability).